This data is from Full USPTO retrosynthesis dataset with 1.9M reactions from patents (1976-2016). The task is: Predict the reactants needed to synthesize the given product. (1) Given the product [OH:25][CH2:24][C:20]1([CH2:19][O:1][C:2]2[CH:3]=[CH:4][C:5]([C:6]([C:8]3[CH:13]=[CH:12][CH:11]=[CH:10][CH:9]=3)=[O:7])=[CH:14][CH:15]=2)[CH2:23][O:22][CH2:21]1, predict the reactants needed to synthesize it. The reactants are: [OH:1][C:2]1[CH:15]=[CH:14][C:5]([C:6]([C:8]2[CH:13]=[CH:12][CH:11]=[CH:10][CH:9]=2)=[O:7])=[CH:4][CH:3]=1.[H-].[Na+].Br[CH2:19][C:20]1([CH2:24][OH:25])[CH2:23][O:22][CH2:21]1.BrCC(CBr)(CO)CO. (2) Given the product [CH:1]([OH:3])=[O:2].[CH:4]([C:7]1[CH:12]=[CH:11][CH:10]=[CH:9][C:8]=1[N:13]1[CH2:18][CH2:17][N:16]([CH2:19][CH2:20][CH2:45][CH:46]2[CH2:50][C:49]3([CH2:55][CH2:54][CH2:53][CH2:52][CH2:51]3)[C:48](=[O:56])[O:47]2)[CH2:15][CH2:14]1)([CH3:6])[CH3:5], predict the reactants needed to synthesize it. The reactants are: [CH:1]([OH:3])=[O:2].[CH:4]([C:7]1[CH:12]=[CH:11][CH:10]=[CH:9][C:8]=1[N:13]1[CH2:18][CH2:17][N:16]([CH2:19][CH2:20]C2C3(CCCCC3)CC(=O)O2)[CH2:15][CH2:14]1)([CH3:6])[CH3:5].CC1C=CC(S(OCC[CH2:45][CH:46]2[CH2:50][C:49]3([CH2:55][CH2:54][CH2:53][CH2:52][CH2:51]3)[C:48](=[O:56])[O:47]2)(=O)=O)=CC=1.CC1C=CC(S(OCCC2C3(CCCCC3)CC(=O)O2)(=O)=O)=CC=1. (3) Given the product [N:44]1([CH2:6][CH2:7][N:8]2[CH:12]=[C:11]([CH2:13][C:14]([F:17])([F:16])[F:15])[N:10]=[C:9]2[CH:18]2[CH2:19][CH2:20][N:21]([C:24]3[C:25]4[C@H:33]([C:34]([F:36])([F:35])[F:37])[CH2:32][C:31](=[O:38])[NH:30][C:26]=4[N:27]=[CH:28][N:29]=3)[CH2:22][CH2:23]2)[CH2:47][CH2:46][CH2:45]1, predict the reactants needed to synthesize it. The reactants are: CS(O[CH2:6][CH2:7][N:8]1[CH:12]=[C:11]([CH2:13][C:14]([F:17])([F:16])[F:15])[N:10]=[C:9]1[CH:18]1[CH2:23][CH2:22][N:21]([C:24]2[C:25]3[C@H:33]([C:34]([F:37])([F:36])[F:35])[CH2:32][C:31](=[O:38])[NH:30][C:26]=3[N:27]=[CH:28][N:29]=2)[CH2:20][CH2:19]1)(=O)=O.CN(C)C=O.[NH:44]1[CH2:47][CH2:46][CH2:45]1.